This data is from Reaction yield outcomes from USPTO patents with 853,638 reactions. The task is: Predict the reaction yield, written as a fraction of the theoretical maximum amount of product (1.0 means a 100% yield; for example, 0.34 means a 34% yield). The reactants are [C:1]([CH2:3][C:4]([O:6][C:7]([CH3:10])([CH3:9])[CH3:8])=[O:5])#[N:2].[H-].[Na+].Cl[C:14]1[N:19]=[N:18][C:17]([C:20]([N:22]2[CH2:41][CH2:40][C:25]3[N:26]=[C:27]([NH:30][CH:31]4[CH2:39][C:38]5[C:33](=[CH:34][CH:35]=[CH:36][CH:37]=5)[CH2:32]4)[N:28]=[CH:29][C:24]=3[CH2:23]2)=[O:21])=[CH:16][CH:15]=1. The catalyst is O1CCOCC1. The product is [C:1]([CH:3]([C:14]1[N:19]=[N:18][C:17]([C:20]([N:22]2[CH2:41][CH2:40][C:25]3[N:26]=[C:27]([NH:30][CH:31]4[CH2:39][C:38]5[C:33](=[CH:34][CH:35]=[CH:36][CH:37]=5)[CH2:32]4)[N:28]=[CH:29][C:24]=3[CH2:23]2)=[O:21])=[CH:16][CH:15]=1)[C:4]([O:6][C:7]([CH3:10])([CH3:9])[CH3:8])=[O:5])#[N:2]. The yield is 0.990.